From a dataset of Catalyst prediction with 721,799 reactions and 888 catalyst types from USPTO. Predict which catalyst facilitates the given reaction. (1) Reactant: [OH:1][CH2:2][CH2:3][C:4]1[CH:9]=[CH:8][N:7]=[CH:6][CH:5]=1.N1C(C)=CC=CC=1C.Cl[Si:19]([C:22]([CH3:25])([CH3:24])[CH3:23])([CH3:21])[CH3:20].O. Product: [O:1]([CH2:2][CH2:3][C:4]1[CH:9]=[CH:8][N:7]=[CH:6][CH:5]=1)[Si:19]([C:22]([CH3:25])([CH3:24])[CH3:23])([CH3:21])[CH3:20]. The catalyst class is: 4. (2) Reactant: [H-].[H-].[H-].[H-].[Li+].[Al+3].[Cl:7][C:8]1[CH:9]=[C:10]([CH:15]=[C:16]([Cl:35])[C:17]=1[O:18][C:19]1[CH:24]=[CH:23][C:22]([O:25][CH3:26])=[C:21]([CH2:27][C:28]2[CH:33]=[CH:32][C:31]([F:34])=[CH:30][CH:29]=2)[CH:20]=1)[C:11](OC)=[O:12]. Product: [Cl:7][C:8]1[CH:9]=[C:10]([CH:15]=[C:16]([Cl:35])[C:17]=1[O:18][C:19]1[CH:24]=[CH:23][C:22]([O:25][CH3:26])=[C:21]([CH2:27][C:28]2[CH:33]=[CH:32][C:31]([F:34])=[CH:30][CH:29]=2)[CH:20]=1)[CH2:11][OH:12]. The catalyst class is: 1. (3) Reactant: Cl.[CH2:2]1[C:6]2([CH2:10][CH2:9][NH:8][CH2:7]2)[CH2:5][CH2:4][O:3]1.C(N(CC)CC)C.[CH3:18][O:19][C:20]1[CH:25]=[CH:24][C:23]([C:26]2[O:30][C:29]([C:31]([N:33]3[CH2:36][CH:35]([O:37][C:38]4[CH:45]=[CH:44][C:41]([CH:42]=O)=[CH:40][CH:39]=4)[CH2:34]3)=[O:32])=[N:28][N:27]=2)=[CH:22][CH:21]=1.[Na].C([O-])(O)=O.[Na+]. Product: [CH2:2]1[C:6]2([CH2:10][CH2:9][N:8]([CH2:42][C:41]3[CH:40]=[CH:39][C:38]([O:37][CH:35]4[CH2:36][N:33]([C:31]([C:29]5[O:30][C:26]([C:23]6[CH:24]=[CH:25][C:20]([O:19][CH3:18])=[CH:21][CH:22]=6)=[N:27][N:28]=5)=[O:32])[CH2:34]4)=[CH:45][CH:44]=3)[CH2:7]2)[CH2:5][CH2:4][O:3]1. The catalyst class is: 4. (4) Reactant: [CH3:1][O:2][C:3]([C:5]1[S:6][C:7]([C:27]#[C:28][C:29]([CH3:32])([CH3:31])[CH3:30])=[CH:8][C:9]=1[N:10]([C@H:20]1[CH2:25][CH2:24][C@H:23]([OH:26])[CH2:22][CH2:21]1)[C:11]([C@H:13]1[CH2:18][CH2:17][C@H:16]([CH3:19])[CH2:15][CH2:14]1)=[O:12])=[O:4].I[CH3:34].[H-].[Na+]. Product: [CH3:1][O:2][C:3]([C:5]1[S:6][C:7]([C:27]#[C:28][C:29]([CH3:31])([CH3:30])[CH3:32])=[CH:8][C:9]=1[N:10]([C@H:20]1[CH2:21][CH2:22][C@H:23]([O:26][CH3:34])[CH2:24][CH2:25]1)[C:11]([C@H:13]1[CH2:18][CH2:17][C@H:16]([CH3:19])[CH2:15][CH2:14]1)=[O:12])=[O:4]. The catalyst class is: 3. (5) Reactant: [CH2:1]([C:3]1[N:7]2[CH:8]=[C:9]([N+:12]([O-])=O)[CH:10]=[CH:11][C:6]2=[N:5][N:4]=1)[CH3:2].C(O)C. Product: [CH2:1]([C:3]1[N:7]2[CH:8]=[C:9]([NH2:12])[CH:10]=[CH:11][C:6]2=[N:5][N:4]=1)[CH3:2]. The catalyst class is: 45. (6) Reactant: [Br:1][C:2]1[N:3]=[C:4]2[CH:10]=[CH:9][NH:8][C:5]2=[N:6][CH:7]=1.C1N2CN3CN(C2)CN1C3.[C:21]([O-])([O-])=[O:22].[Na+].[Na+]. Product: [Br:1][C:2]1[N:3]=[C:4]2[C:10]([CH:21]=[O:22])=[CH:9][NH:8][C:5]2=[N:6][CH:7]=1. The catalyst class is: 67. (7) Reactant: [N:1]1[CH:6]=[CH:5][CH:4]=[C:3]([CH2:7][CH2:8][NH:9][C:10]([C:12]2[N:13]([CH:32]([CH3:34])[CH3:33])[C:14]([CH2:30]O)=[C:15]([C:23]3[CH:28]=[CH:27][C:26]([F:29])=[CH:25][CH:24]=3)[C:16]=2[C:17]2[CH:22]=[CH:21][CH:20]=[CH:19][CH:18]=2)=[O:11])[CH:2]=1.[BrH:35].[C:36]1([P:42]([C:49]2[CH:54]=[CH:53][CH:52]=[CH:51][CH:50]=2)[C:43]2[CH:48]=[CH:47][CH:46]=[CH:45][CH:44]=2)[CH:41]=[CH:40][CH:39]=[CH:38][CH:37]=1. Product: [Br-:35].[F:29][C:26]1[CH:27]=[CH:28][C:23]([C:15]2[C:16]([C:17]3[CH:18]=[CH:19][CH:20]=[CH:21][CH:22]=3)=[C:12]([C:10](=[O:11])[NH:9][CH2:8][CH2:7][C:3]3[CH:2]=[N:1][CH:6]=[CH:5][CH:4]=3)[N:13]([CH:32]([CH3:33])[CH3:34])[C:14]=2[CH2:30][P+:42]([C:36]2[CH:37]=[CH:38][CH:39]=[CH:40][CH:41]=2)([C:43]2[CH:48]=[CH:47][CH:46]=[CH:45][CH:44]=2)[C:49]2[CH:50]=[CH:51][CH:52]=[CH:53][CH:54]=2)=[CH:24][CH:25]=1. The catalyst class is: 10.